Dataset: Reaction yield outcomes from USPTO patents with 853,638 reactions. Task: Predict the reaction yield, written as a fraction of the theoretical maximum amount of product (1.0 means a 100% yield; for example, 0.34 means a 34% yield). The reactants are [F:1][C:2]([F:8])([F:7])[C:3](Cl)(Cl)[Cl:4].[C:9]([O:13]C=C)(C)(C)[CH3:10]. The catalyst is [Hg]. The product is [Cl:4][C:3]([C:2]([F:8])([F:7])[F:1])=[CH:10][CH:9]=[O:13]. The yield is 0.600.